Dataset: Full USPTO retrosynthesis dataset with 1.9M reactions from patents (1976-2016). Task: Predict the reactants needed to synthesize the given product. (1) Given the product [C:1]([C:5]1[N:6]=[C:7]2[C:12]([C:13]#[N:14])=[CH:11][CH:10]=[CH:9][N:8]2[C:15]=1[C:17]1[CH:22]=[CH:21][CH:20]=[C:19]([OH:23])[CH:18]=1)([CH3:4])([CH3:2])[CH3:3], predict the reactants needed to synthesize it. The reactants are: [C:1]([C:5]1[N:6]=[C:7]2[C:12]([C:13]#[N:14])=[CH:11][CH:10]=[CH:9][N:8]2[CH:15]=1)([CH3:4])([CH3:3])[CH3:2].I[C:17]1[CH:18]=[C:19]([OH:23])[CH:20]=[CH:21][CH:22]=1.C([O-])(=O)C.[K+]. (2) Given the product [F:26][C:20]1[CH:21]=[CH:22][C:23]([F:25])=[CH:24][C:19]=1[CH:9]([S:10][C:11]1[CH:16]=[CH:15][C:14]([O:17][CH3:18])=[CH:13][CH:12]=1)[C:5]1[C:6]([CH3:8])=[CH:7][C:2]([CH:40]=[O:41])=[N:3][CH:4]=1, predict the reactants needed to synthesize it. The reactants are: Br[C:2]1[CH:7]=[C:6]([CH3:8])[C:5]([CH:9]([C:19]2[CH:24]=[C:23]([F:25])[CH:22]=[CH:21][C:20]=2[F:26])[S:10][C:11]2[CH:16]=[CH:15][C:14]([O:17][CH3:18])=[CH:13][CH:12]=2)=[CH:4][N:3]=1.CCCCCC.C([Li])CCC.CN(C)[CH:40]=[O:41]. (3) The reactants are: [C:1]1([C:7]2[N:8]=[C:9]([CH:12]3[CH2:17][CH2:16][CH2:15][CH2:14][NH:13]3)[NH:10][CH:11]=2)[CH:6]=[CH:5][CH:4]=[CH:3][CH:2]=1.[C:18]([C:21]1[CH:26]=[CH:25][C:24]([CH2:27][CH:28]([NH:32][C:33]([O:35][CH2:36][CH:37]2[C:49]3[CH:48]=[CH:47][CH:46]=[CH:45][C:44]=3[C:43]3[C:38]2=[CH:39][CH:40]=[CH:41][CH:42]=3)=[O:34])[C:29](O)=[O:30])=[CH:23][CH:22]=1)(=[O:20])[NH2:19].O.OC1C2N=NNC=2C=CC=1.Cl.CN(C)CCCN=C=NCC. Given the product [CH:48]1[C:49]2[CH:37]([CH2:36][O:35][C:33](=[O:34])[NH:32][CH:28]([CH2:27][C:24]3[CH:23]=[CH:22][C:21]([C:18](=[O:20])[NH2:19])=[CH:26][CH:25]=3)[C:29](=[O:30])[N:13]3[CH2:14][CH2:15][CH2:16][CH2:17][CH:12]3[C:9]3[NH:10][CH:11]=[C:7]([C:1]4[CH:2]=[CH:3][CH:4]=[CH:5][CH:6]=4)[N:8]=3)[C:38]3[C:43](=[CH:42][CH:41]=[CH:40][CH:39]=3)[C:44]=2[CH:45]=[CH:46][CH:47]=1, predict the reactants needed to synthesize it.